This data is from Catalyst prediction with 721,799 reactions and 888 catalyst types from USPTO. The task is: Predict which catalyst facilitates the given reaction. (1) Reactant: Br[C:2]1[C:3]([CH3:29])=[C:4]([CH:26]=[CH:27][CH:28]=1)[CH2:5][NH:6][C:7]1[N:12]=[C:11]([NH:13][CH2:14][C@H:15]2[CH2:20][CH2:19][C@H:18]([CH2:21][OH:22])[CH2:17][CH2:16]2)[C:10]([N+:23]([O-:25])=[O:24])=[CH:9][N:8]=1.C(=O)([O-])[O-].[Na+].[Na+].[CH2:36]([CH2:39]OC)OC. Product: [NH2:6][CH2:5][C:4]1[CH:3]=[C:2]([C:2]2[CH:28]=[CH:27][CH:26]=[C:4]([CH2:5][NH:6][C:7]3[N:12]=[C:11]([NH:13][CH2:14][C@H:15]4[CH2:16][CH2:17][C@H:18]([CH2:21][OH:22])[CH2:19][CH2:20]4)[C:10]([N+:23]([O-:25])=[O:24])=[CH:9][N:8]=3)[C:3]=2[CH3:29])[CH:28]=[CH:36][CH:39]=1. The catalyst class is: 103. (2) Reactant: [Cl:1][C:2]1[CH:7]=[CH:6][C:5]([C:8]2[N:9]=[C:10]([C:13]([OH:15])=O)[S:11][CH:12]=2)=[CH:4][CH:3]=1.C1N=CN(C(N2C=NC=C2)=O)C=1.[F:28][C:29]([F:40])([F:39])[O:30][C:31]1[CH:38]=[CH:37][C:34]([CH2:35][NH2:36])=[CH:33][CH:32]=1. Product: [F:28][C:29]([F:39])([F:40])[O:30][C:31]1[CH:38]=[CH:37][C:34]([CH2:35][NH:36][C:13]([C:10]2[S:11][CH:12]=[C:8]([C:5]3[CH:4]=[CH:3][C:2]([Cl:1])=[CH:7][CH:6]=3)[N:9]=2)=[O:15])=[CH:33][CH:32]=1. The catalyst class is: 1. (3) Reactant: I[CH2:2][C@@H:3]([CH3:16])[CH2:4][N:5]1[C:10]2[CH:11]=[CH:12][CH:13]=[CH:14][C:9]=2[O:8][CH2:7][C:6]1=[O:15].[CH2:17]([CH:21]1[CH2:26][CH2:25][NH:24][CH2:23][CH2:22]1)[CH2:18][CH2:19][CH3:20]. Product: [CH2:17]([CH:21]1[CH2:26][CH2:25][N:24]([CH2:2][C@@H:3]([CH3:16])[CH2:4][N:5]2[C:10]3[CH:11]=[CH:12][CH:13]=[CH:14][C:9]=3[O:8][CH2:7][C:6]2=[O:15])[CH2:23][CH2:22]1)[CH2:18][CH2:19][CH3:20]. The catalyst class is: 23. (4) Reactant: Cl[C:2]1[CH:7]=[CH:6][C:5]([N+:8]([O-:10])=[O:9])=[CH:4][N:3]=1.[CH3:11][NH:12][CH2:13][C:14]1[CH:19]=[CH:18][CH:17]=[CH:16][N:15]=1.C(N(CC)CC)C.O. Product: [CH3:11][N:12]([CH2:13][C:14]1[CH:19]=[CH:18][CH:17]=[CH:16][N:15]=1)[C:2]1[CH:7]=[CH:6][C:5]([N+:8]([O-:10])=[O:9])=[CH:4][N:3]=1. The catalyst class is: 7. (5) Reactant: [Br:1][C:2]1[CH:3]=[N:4][NH:5][CH:6]=1.[H-].[Na+].CS(O[CH:14]1[CH2:19][CH2:18][CH2:17][N:16]([C:20]([O:22][C:23]([CH3:26])([CH3:25])[CH3:24])=[O:21])[CH2:15]1)(=O)=O. Product: [Br:1][C:2]1[CH:3]=[N:4][N:5]([CH:18]2[CH2:19][CH2:14][CH2:15][N:16]([C:20]([O:22][C:23]([CH3:26])([CH3:25])[CH3:24])=[O:21])[CH2:17]2)[CH:6]=1. The catalyst class is: 3. (6) Reactant: [N:1]1[C:10]2[C:5](=[CH:6][C:7]([CH2:11][C:12]([NH:14][NH2:15])=O)=[CH:8][CH:9]=2)[CH:4]=[CH:3][CH:2]=1.Cl[C:17]1[N:18]=[N:19][C:20]([C:23]2[CH:24]=[N:25][N:26]([CH3:28])[CH:27]=2)=[CH:21][CH:22]=1.O. Product: [CH3:28][N:26]1[CH:27]=[C:23]([C:20]2[CH:21]=[CH:22][C:17]3[N:14]([C:12]([CH2:11][C:7]4[CH:6]=[C:5]5[C:10](=[CH:9][CH:8]=4)[N:1]=[CH:2][CH:3]=[CH:4]5)=[N:19][N:18]=3)[N:15]=2)[CH:24]=[N:25]1. The catalyst class is: 51. (7) Reactant: [Cl:1][C:2]1[N:7]=[C:6]2[NH:8][N:9]=[CH:10][C:5]2=[C:4]([N:11]2[CH2:16][CH2:15][O:14][CH2:13][CH2:12]2)[N:3]=1.[O:17]1[CH:22]=[CH:21][CH2:20][CH2:19][CH2:18]1.C1(C)C=CC(S([O-])(=O)=O)=CC=1.[NH+]1C=CC=CC=1. Product: [Cl:1][C:2]1[N:7]=[C:6]2[N:8]([CH:18]3[CH2:19][CH2:20][CH2:21][CH2:22][O:17]3)[N:9]=[CH:10][C:5]2=[C:4]([N:11]2[CH2:12][CH2:13][O:14][CH2:15][CH2:16]2)[N:3]=1. The catalyst class is: 76. (8) Reactant: [CH3:1][CH:2]1[CH:6]2[C:7]([NH:9][CH:10]=[C:11]([CH3:12])[CH:5]2[CH2:4][CH2:3]1)=[O:8].I[CH2:14][CH2:15][CH2:16][CH2:17][CH2:18][CH3:19]. Product: [CH2:14]([N:9]1[CH:10]=[C:11]([CH3:12])[C@H:5]2[CH2:4][CH2:3][C@H:2]([CH3:1])[C@H:6]2[C:7]1=[O:8])[CH2:15][CH2:16][CH2:17][CH2:18][CH3:19]. The catalyst class is: 1. (9) Reactant: Cl.[C:2]([NH2:10])(=[NH:9])[C:3]1[CH:8]=[CH:7][CH:6]=[CH:5][CH:4]=1.C(=O)([O-])[O-].[K+].[K+].[C:17]1([CH:23]([C:50]2[CH:55]=[CH:54][CH:53]=[CH:52][CH:51]=2)[CH2:24][CH2:25][O:26][C:27](=[O:49])[C:28]([C:37](=O)[CH2:38][O:39][CH2:40][CH2:41][CH:42]2[CH2:47][CH2:46][CH2:45][CH2:44][CH2:43]2)=[CH:29][C:30]2[CH:35]=[CH:34][CH:33]=[C:32]([Cl:36])[CH:31]=2)[CH:22]=[CH:21][CH:20]=[CH:19][CH:18]=1. Product: [C:50]1([CH:23]([C:17]2[CH:18]=[CH:19][CH:20]=[CH:21][CH:22]=2)[CH2:24][CH2:25][O:26][C:27]([C:28]2[C:29]([C:30]3[CH:35]=[CH:34][CH:33]=[C:32]([Cl:36])[CH:31]=3)=[N:9][C:2]([C:3]3[CH:8]=[CH:7][CH:6]=[CH:5][CH:4]=3)=[N:10][C:37]=2[CH2:38][O:39][CH2:40][CH2:41][CH2:42][CH2:43][CH2:44][CH2:45][CH2:46][CH3:47])=[O:49])[CH:51]=[CH:52][CH:53]=[CH:54][CH:55]=1. The catalyst class is: 3.